Dataset: Forward reaction prediction with 1.9M reactions from USPTO patents (1976-2016). Task: Predict the product of the given reaction. (1) Given the reactants [F:1][C:2]1[CH:7]=[C:6](B2OC(C)(C)C(C)(C)O2)[CH:5]=[CH:4][C:3]=1[C:17]1[CH:18]=[C:19]2[CH:25]=[CH:24][NH:23][C:20]2=[N:21][CH:22]=1.Br[C:27]1[CH:32]=[CH:31][CH:30]=[CH:29][C:28]=1[S:33]([NH:36][C@@H:37]([CH3:40])[CH2:38][OH:39])(=[O:35])=[O:34], predict the reaction product. The product is: [F:1][C:2]1[CH:7]=[C:6]([C:27]2[C:28]([S:33]([NH:36][C@@H:37]([CH3:40])[CH2:38][OH:39])(=[O:35])=[O:34])=[CH:29][CH:30]=[CH:31][CH:32]=2)[CH:5]=[CH:4][C:3]=1[C:17]1[CH:18]=[C:19]2[CH:25]=[CH:24][NH:23][C:20]2=[N:21][CH:22]=1. (2) Given the reactants [CH3:1][CH:2]([CH3:19])[CH2:3][C:4]([NH:6][C:7]1[C:15]2[C:10](=[N:11][CH:12]=[CH:13][CH:14]=2)[S:9][C:8]=1[C:16]([OH:18])=O)=O.ON1C2C=CC=CC=2N=N1.[CH2:30]([NH2:37])[C:31]1[CH:36]=[CH:35][CH:34]=[CH:33][CH:32]=1.CN1CCOCC1, predict the reaction product. The product is: [CH2:30]([N:37]1[C:16](=[O:18])[C:8]2[S:9][C:10]3[N:11]=[CH:12][CH:13]=[CH:14][C:15]=3[C:7]=2[N:6]=[C:4]1[CH2:3][CH:2]([CH3:1])[CH3:19])[C:31]1[CH:36]=[CH:35][CH:34]=[CH:33][CH:32]=1. (3) Given the reactants O[C:2]1([C:25]2[C:26]([OH:34])=[CH:27][C:28]3[O:32][CH2:31][CH2:30][C:29]=3[CH:33]=2)[C:6]2=[C:7]3[C:12](=[CH:13][CH:14]=[C:5]2[N:4]([CH2:15][C:16]2[CH:21]=[CH:20][C:19]([O:22][CH3:23])=[CH:18][CH:17]=2)[C:3]1=[O:24])[N:11]=[CH:10][CH:9]=[CH:8]3.C1(C(C2C=CC=CC=2)N2C3C=C4OCCOC4=CC=3C(O)(C3C(O)=CC4OCCC=4C=3)C2=O)C=CC=CC=1, predict the reaction product. The product is: [OH:34][C:26]1[C:25]([CH:2]2[C:6]3=[C:7]4[C:12](=[CH:13][CH:14]=[C:5]3[N:4]([CH2:15][C:16]3[CH:21]=[CH:20][C:19]([O:22][CH3:23])=[CH:18][CH:17]=3)[C:3]2=[O:24])[N:11]=[CH:10][CH:9]=[CH:8]4)=[CH:33][C:29]2[CH2:30][CH2:31][O:32][C:28]=2[CH:27]=1. (4) Given the reactants [CH3:1][CH2:2][O:3][C:4]1[CH:5]=[CH:6][C:7]([NH2:10])=[CH:8][CH:9]=1.C(N(CC)CC)C.Br[C:19]1[C:20]2[N:21]([C:26]([F:29])=[CH:27][N:28]=2)[N:22]=[C:23]([Cl:25])[CH:24]=1, predict the reaction product. The product is: [Cl:25][C:23]1[CH:24]=[C:19]([NH:10][C:7]2[CH:8]=[CH:9][C:4]([O:3][CH2:2][CH3:1])=[CH:5][CH:6]=2)[C:20]2[N:21]([C:26]([F:29])=[CH:27][N:28]=2)[N:22]=1. (5) Given the reactants [O:1]1[CH2:6][CH2:5][CH:4](/[CH:7]=[C:8]2/[C:9](=[O:23])[CH:10]([C:14]3[C:19]([CH3:20])=[CH:18][C:17]([CH3:21])=[CH:16][C:15]=3[CH3:22])[C:11](=[O:13])[CH2:12]/2)[CH2:3][CH2:2]1, predict the reaction product. The product is: [O:1]1[CH2:2][CH2:3][CH:4]([CH2:7][CH:8]2[CH2:12][C:11](=[O:13])[CH:10]([C:14]3[C:15]([CH3:22])=[CH:16][C:17]([CH3:21])=[CH:18][C:19]=3[CH3:20])[C:9]2=[O:23])[CH2:5][CH2:6]1. (6) The product is: [CH2:33]([C@@H:2]([C@@H:3]([OH:32])[CH2:4][C@H:5]([CH2:6][C:7]1[CH:8]=[CH:9][C:10]([C:13]2[CH:14]=[CH:15][N:16]=[CH:17][CH:18]=2)=[CH:11][CH:12]=1)[NH:19][C:20](=[O:31])[C@H:21]([C:27]([CH3:30])([CH3:29])[CH3:28])[NH:22][C:23](=[O:24])[O:25][CH3:26])[NH:1][C:46](=[O:47])[C@@H:45]([NH:44][C:42](=[O:43])[O:41][CH3:40])[C:49]([CH3:52])([CH3:51])[CH3:50])[C:34]1[CH:35]=[CH:36][CH:37]=[CH:38][CH:39]=1. Given the reactants [NH2:1][C@@H:2]([CH2:33][C:34]1[CH:39]=[CH:38][CH:37]=[CH:36][CH:35]=1)[C@@H:3]([OH:32])[CH2:4][C@@H:5]([NH:19][C:20](=[O:31])[C@H:21]([C:27]([CH3:30])([CH3:29])[CH3:28])[NH:22][C:23]([O:25][CH3:26])=[O:24])[CH2:6][C:7]1[CH:12]=[CH:11][C:10]([C:13]2[CH:18]=[CH:17][N:16]=[CH:15][CH:14]=2)=[CH:9][CH:8]=1.[CH3:40][O:41][C:42]([NH:44][C@@H:45]([C:49]([CH3:52])([CH3:51])[CH3:50])[C:46](O)=[O:47])=[O:43].CCOP(ON1N=NC2C=CC=CC=2C1=O)(OCC)=O.C(N(CC)C(C)C)(C)C, predict the reaction product. (7) Given the reactants [Cl:1][C:2]1[CH:10]=[CH:9][C:5]([C:6](O)=[O:7])=[CH:4][C:3]=1[I:11].BrC1C=C(C=CC=1F)C([Cl:18])=O, predict the reaction product. The product is: [Cl:1][C:2]1[CH:10]=[CH:9][C:5]([C:6]([Cl:18])=[O:7])=[CH:4][C:3]=1[I:11].